This data is from Forward reaction prediction with 1.9M reactions from USPTO patents (1976-2016). The task is: Predict the product of the given reaction. (1) Given the reactants Cl[C:2]1[N:7]=[C:6]([NH:8][C@@H:9]2[C:17]3[C:12](=[CH:13][CH:14]=[CH:15][CH:16]=3)[CH2:11][C@@H:10]2[OH:18])[CH:5]=[N:4][CH:3]=1.C[O-].[Na+].[C:22]([O-])(O)=[O:23].[Na+], predict the reaction product. The product is: [CH3:22][O:23][C:2]1[N:7]=[C:6]([NH:8][C@@H:9]2[C:17]3[C:12](=[CH:13][CH:14]=[CH:15][CH:16]=3)[CH2:11][C@@H:10]2[OH:18])[CH:5]=[N:4][CH:3]=1. (2) The product is: [CH2:6]([N:9]1[CH2:10][CH2:11][N:12]([C:15]2[N:20]=[CH:19][C:18]([NH2:21])=[CH:17][N:16]=2)[CH2:13][CH2:14]1)[CH:7]=[CH2:8]. Given the reactants O.O.[Sn](Cl)Cl.[CH2:6]([N:9]1[CH2:14][CH2:13][N:12]([C:15]2[N:20]=[CH:19][C:18]([N+:21]([O-])=O)=[CH:17][N:16]=2)[CH2:11][CH2:10]1)[CH:7]=[CH2:8], predict the reaction product. (3) Given the reactants C([SiH](CC)CC)C.[CH2:8]([O:10][C:11]([C:13]1[NH:14][CH:15]=[C:16]([C:18](=O)[CH2:19][C:20]2[CH:25]=[CH:24][C:23]([F:26])=[CH:22][CH:21]=2)[CH:17]=1)=[O:12])[CH3:9], predict the reaction product. The product is: [CH2:8]([O:10][C:11]([C:13]1[NH:14][CH:15]=[C:16]([CH2:18][CH2:19][C:20]2[CH:21]=[CH:22][C:23]([F:26])=[CH:24][CH:25]=2)[CH:17]=1)=[O:12])[CH3:9]. (4) Given the reactants ClC[CH2:3][O:4][C:5]1[CH:6]=[C:7]2[C:12](=[CH:13][C:14]=1[O:15][CH3:16])[N:11]=[C:10]([C:17]1[CH:22]=[CH:21][CH:20]=[C:19]([C:23]3[CH:28]=[CH:27][CH:26]=[CH:25][CH:24]=3)[CH:18]=1)[N:9]=[C:8]2[NH:29][C:30]1[CH:31]=[C:32]2[C:36](=[CH:37][CH:38]=1)[N:35](C(OC(C)(C)C)=O)[N:34]=[CH:33]2.[CH3:46][NH:47][CH3:48].[CH3:49]S(C)=O, predict the reaction product. The product is: [CH3:46][N:47]([CH3:49])[CH2:48][CH2:3][O:4][C:5]1[CH:6]=[C:7]2[C:12](=[CH:13][C:14]=1[O:15][CH3:16])[N:11]=[C:10]([C:17]1[CH:22]=[CH:21][CH:20]=[C:19]([C:23]3[CH:24]=[CH:25][CH:26]=[CH:27][CH:28]=3)[CH:18]=1)[N:9]=[C:8]2[NH:29][C:30]1[CH:31]=[C:32]2[C:36](=[CH:37][CH:38]=1)[NH:35][N:34]=[CH:33]2. (5) Given the reactants [NH2:1][C:2]1[CH:29]=[C:5]2[CH2:6][N:7]([C:11]([O:13][CH2:14][C:15]3[CH:20]=[C:19]([C:21]([F:24])([F:23])[F:22])[CH:18]=[C:17]([C:25]([F:28])([F:27])[F:26])[CH:16]=3)=[O:12])[CH2:8][CH2:9][CH2:10][N:4]2[N:3]=1.[C:30](Cl)(=[O:32])[CH3:31], predict the reaction product. The product is: [C:30]([NH:1][C:2]1[CH:29]=[C:5]2[CH2:6][N:7]([C:11]([O:13][CH2:14][C:15]3[CH:20]=[C:19]([C:21]([F:22])([F:23])[F:24])[CH:18]=[C:17]([C:25]([F:28])([F:26])[F:27])[CH:16]=3)=[O:12])[CH2:8][CH2:9][CH2:10][N:4]2[N:3]=1)(=[O:32])[CH3:31]. (6) Given the reactants COC1C=C(OC)C=CC=1C[NH:6][C:7]1[CH:12]=[C:11]([F:13])[CH:10]=[CH:9][C:8]=1[NH:14][C:15]1[N:23]=[C:22]2[C:18]([NH:19][C:20](=[O:35])[N:21]2[C@H:24]2[C:33]3[C:28](=[C:29]([F:34])[CH:30]=[CH:31][CH:32]=3)[O:27][CH2:26][CH2:25]2)=[CH:17][N:16]=1.C(O)(C(F)(F)F)=O.C([SiH](CC)CC)C, predict the reaction product. The product is: [NH2:6][C:7]1[CH:12]=[C:11]([F:13])[CH:10]=[CH:9][C:8]=1[NH:14][C:15]1[N:23]=[C:22]2[C:18]([NH:19][C:20](=[O:35])[N:21]2[C@H:24]2[C:33]3[C:28](=[C:29]([F:34])[CH:30]=[CH:31][CH:32]=3)[O:27][CH2:26][CH2:25]2)=[CH:17][N:16]=1.